Dataset: TCR-epitope binding with 47,182 pairs between 192 epitopes and 23,139 TCRs. Task: Binary Classification. Given a T-cell receptor sequence (or CDR3 region) and an epitope sequence, predict whether binding occurs between them. (1) The epitope is RLYYDSMSY. The TCR CDR3 sequence is CASSQGTGYTEAFF. Result: 0 (the TCR does not bind to the epitope). (2) The epitope is SLVKPSFYV. The TCR CDR3 sequence is CASRRLAGASYNEQFF. Result: 0 (the TCR does not bind to the epitope). (3) The epitope is KLGGALQAK. The TCR CDR3 sequence is CASSFFAGEKNEQFF. Result: 1 (the TCR binds to the epitope). (4) The epitope is TLVPQEHYV. The TCR CDR3 sequence is CASSESDRGIYEQYF. Result: 1 (the TCR binds to the epitope). (5) The epitope is KAYNVTQAF. The TCR CDR3 sequence is CASKLGRSHYGYTF. Result: 1 (the TCR binds to the epitope). (6) The epitope is TPQDLNTML. The TCR CDR3 sequence is CAIQTGMNTEAFF. Result: 1 (the TCR binds to the epitope). (7) The epitope is GTSGSPIINR. Result: 1 (the TCR binds to the epitope). The TCR CDR3 sequence is CSVELSGINQPQHF. (8) The epitope is KEIDRLNEV. The TCR CDR3 sequence is CASSPGQYSHEQYF. Result: 0 (the TCR does not bind to the epitope). (9) The epitope is HPVGEADYFEY. The TCR CDR3 sequence is CASSQDREHANTGELFF. Result: 0 (the TCR does not bind to the epitope). (10) The epitope is NEGVKAAW. The TCR CDR3 sequence is CASSSGRSNQPQHF. Result: 1 (the TCR binds to the epitope).